From a dataset of Forward reaction prediction with 1.9M reactions from USPTO patents (1976-2016). Predict the product of the given reaction. (1) The product is: [CH3:18][C:8]1([CH3:19])[C:7](=[O:20])[N:6]([CH2:5][CH2:4][C:3]([OH:21])=[O:2])[C:11]2[CH:12]=[C:13]([CH3:17])[CH:14]=[C:15]([CH3:16])[C:10]=2[O:9]1. Given the reactants C[O:2][C:3](=[O:21])[CH2:4][CH2:5][N:6]1[C:11]2[CH:12]=[C:13]([CH3:17])[CH:14]=[C:15]([CH3:16])[C:10]=2[O:9][C:8]([CH3:19])([CH3:18])[C:7]1=[O:20].[OH-].[Li+], predict the reaction product. (2) Given the reactants [S:1]1[CH:5]=[C:4]([C:6]2[CH:7]=[C:8]([CH2:12][OH:13])[CH:9]=[CH:10][CH:11]=2)[N:3]=[CH:2]1, predict the reaction product. The product is: [S:1]1[CH:5]=[C:4]([C:6]2[CH:7]=[C:8]([CH:9]=[CH:10][CH:11]=2)[CH:12]=[O:13])[N:3]=[CH:2]1. (3) Given the reactants C([O:9][C:10]1[C:15](=[O:16])[N:14]([CH3:17])[C:13]([C:18]2[CH:23]=[CH:22][CH:21]=[C:20]([OH:24])[CH:19]=2)=[N:12][C:11]=1[C:25]([O:27]C)=[O:26])(=O)C1C=CC=CC=1, predict the reaction product. The product is: [OH:9][C:10]1[C:15](=[O:16])[N:14]([CH3:17])[C:13]([C:18]2[CH:23]=[CH:22][CH:21]=[C:20]([OH:24])[CH:19]=2)=[N:12][C:11]=1[C:25]([OH:27])=[O:26]. (4) Given the reactants [Br:1][C:2]1[CH:7]=[C:6]([CH2:8][CH3:9])[N:5]=[C:4]([S:10][CH2:11][CH3:12])[C:3]=1N.[H+].[B-](F)(F)(F)F.N(OCCC(C)C)=O.O[PH2]=O, predict the reaction product. The product is: [Br:1][C:2]1[CH:7]=[C:6]([CH2:8][CH3:9])[N:5]=[C:4]([S:10][CH2:11][CH3:12])[CH:3]=1. (5) Given the reactants [NH2:1][C:2]1[C:20]([CH3:21])=[CH:19][C:5]([O:6][C:7]2[CH:8]=[CH:9][C:10]3[N:14]=[C:13]([CH2:15][OH:16])[N:12]([CH3:17])[C:11]=3[CH:18]=2)=[CH:4][C:3]=1[CH3:22].[CH3:23][C:24]([O:27][C:28](O[C:28]([O:27][C:24]([CH3:26])([CH3:25])[CH3:23])=[O:29])=[O:29])([CH3:26])[CH3:25], predict the reaction product. The product is: [C:24]([O:27][C:28]([NH:1][C:2]1[C:20]([CH3:21])=[CH:19][C:5]([O:6][C:7]2[CH:8]=[CH:9][C:10]3[N:14]=[C:13]([CH2:15][OH:16])[N:12]([CH3:17])[C:11]=3[CH:18]=2)=[CH:4][C:3]=1[CH3:22])=[O:29])([CH3:26])([CH3:25])[CH3:23]. (6) The product is: [Cl:54][C:49]1[CH:48]=[C:47]([CH:52]=[CH:51][C:50]=1[Cl:53])[CH2:46][O:45][C:42]1[CH:43]=[CH:44][C:39]([C@H:37]2[CH2:36][O:35][C:31]3=[CH:32][C:33]4[CH2:34][C@@H:25]([C:23]([NH:22][C@@H:6]([CH2:7][C:8]5[CH:9]=[CH:10][C:11]([C:14]6[CH:19]=[CH:18][N:17]=[C:16]([CH3:20])[C:15]=6[CH3:21])=[CH:12][CH:13]=5)[C:5]([OH:4])=[O:55])=[O:24])[N:26]([C:60](=[O:61])[C:59]5[CH:63]=[CH:64][CH:65]=[C:57]([F:56])[CH:58]=5)[CH2:27][C:28]=4[CH:29]=[C:30]3[O:38]2)=[CH:40][CH:41]=1. Given the reactants Cl.Cl.C[O:4][C:5](=[O:55])[C@@H:6]([NH:22][C:23]([C@@H:25]1[CH2:34][C:33]2[CH:32]=[C:31]3[O:35][CH2:36][C@H:37]([C:39]4[CH:44]=[CH:43][C:42]([O:45][CH2:46][C:47]5[CH:52]=[CH:51][C:50]([Cl:53])=[C:49]([Cl:54])[CH:48]=5)=[CH:41][CH:40]=4)[O:38][C:30]3=[CH:29][C:28]=2[CH2:27][NH:26]1)=[O:24])[CH2:7][C:8]1[CH:13]=[CH:12][C:11]([C:14]2[CH:19]=[CH:18][N:17]=[C:16]([CH3:20])[C:15]=2[CH3:21])=[CH:10][CH:9]=1.[F:56][C:57]1[CH:58]=[C:59]([CH:63]=[CH:64][CH:65]=1)[C:60](Cl)=[O:61], predict the reaction product. (7) Given the reactants [NH2:1][CH2:2][C@@H:3]1[C@H:8]([CH3:9])[CH2:7][CH2:6][CH2:5][N:4]1C(C1C=C(C)C=CC=1C1C=NN(C)C=1)=O.[F:25][C:26]1[CH:27]=[C:28]([C:32]2[S:36][C:35]([CH3:37])=[N:34][C:33]=2[C:38]([OH:40])=O)[CH:29]=[CH:30][CH:31]=1, predict the reaction product. The product is: [NH2:1][CH2:2][C@@H:3]1[C@H:8]([CH3:9])[CH2:7][CH2:6][CH2:5][N:4]1[C:38]([C:33]1[N:34]=[C:35]([CH3:37])[S:36][C:32]=1[C:28]1[CH:29]=[CH:30][CH:31]=[C:26]([F:25])[CH:27]=1)=[O:40].